Dataset: Reaction yield outcomes from USPTO patents with 853,638 reactions. Task: Predict the reaction yield, written as a fraction of the theoretical maximum amount of product (1.0 means a 100% yield; for example, 0.34 means a 34% yield). (1) The reactants are [NH2:1][C:2]1[CH:3]=[C:4]([CH:8]=[CH:9][C:10]=1[F:11])[C:5]([OH:7])=O.[NH:12]1[CH2:17][CH2:16][CH2:15][C@@H:14]2[C:18]3[CH:19]=[CH:20][CH:21]=[CH:22][C:23]=3[CH2:24][C@H:13]12.F[P-](F)(F)(F)(F)F.N1(OC(N(C)C)=[N+](C)C)C2N=CC=CC=2N=N1. No catalyst specified. The product is [NH2:1][C:2]1[CH:3]=[C:4]([C:5]([N:12]2[CH2:17][CH2:16][CH2:15][C@@H:14]3[C:18]4[CH:19]=[CH:20][CH:21]=[CH:22][C:23]=4[CH2:24][C@H:13]23)=[O:7])[CH:8]=[CH:9][C:10]=1[F:11]. The yield is 0.680. (2) The reactants are [CH3:1][CH:2]([CH:4]([OH:8])[CH:5]([CH3:7])[CH3:6])[CH3:3].[Li]CCCC.[Br:14][C:15]1[CH:20]=[CH:19][C:18](F)=[C:17]([N+:22]([O-:24])=[O:23])[CH:16]=1. The catalyst is C1COCC1. The product is [Br:14][C:15]1[CH:20]=[CH:19][C:18]([O:8][CH:4]([CH:5]([CH3:7])[CH3:6])[CH:2]([CH3:3])[CH3:1])=[C:17]([N+:22]([O-:24])=[O:23])[CH:16]=1. The yield is 0.940.